This data is from Forward reaction prediction with 1.9M reactions from USPTO patents (1976-2016). The task is: Predict the product of the given reaction. (1) Given the reactants [C:1](Cl)(=O)[C:2]([Cl:4])=[O:3].[Cl:7][C:8]1[C:17]2[C:12](=[CH:13][CH:14]=C(C(O)=O)[CH:16]=2)[C:11]([Cl:21])=[CH:10][N:9]=1, predict the reaction product. The product is: [Cl:7][C:8]1[C:17]2[C:12](=[CH:13][CH:14]=[C:1]([C:2]([Cl:4])=[O:3])[CH:16]=2)[C:11]([Cl:21])=[CH:10][N:9]=1. (2) Given the reactants [CH2:1]([N:8]1[CH:12]=[C:11]([CH:13]([C:15]2[C:16]([CH3:27])=[N:17][O:18][C:19]=2[C:20]2[CH:25]=[CH:24][C:23](Br)=[CH:22][CH:21]=2)[OH:14])[N:10]=[N:9]1)[C:2]1[CH:7]=[CH:6][CH:5]=[CH:4][CH:3]=1.[CH2:28]([O:30][C:31]([CH2:33][CH2:34][C:35]1[CH:40]=[CH:39][C:38](B(O)O)=[CH:37][CH:36]=1)=[O:32])[CH3:29], predict the reaction product. The product is: [CH2:28]([O:30][C:31](=[O:32])[CH2:33][CH2:34][C:35]1[CH:40]=[CH:39][C:38]([C:23]2[CH:24]=[CH:25][C:20]([C:19]3[O:18][N:17]=[C:16]([CH3:27])[C:15]=3[CH:13]([C:11]3[N:10]=[N:9][N:8]([CH2:1][C:2]4[CH:7]=[CH:6][CH:5]=[CH:4][CH:3]=4)[CH:12]=3)[OH:14])=[CH:21][CH:22]=2)=[CH:37][CH:36]=1)[CH3:29]. (3) Given the reactants [CH3:1][N:2]1[C:7]([CH3:8])=[CH:6][C:5]([CH3:9])=[N:4][C:3]1=[O:10].[CH2:11]([Br:14])[CH:12]=[CH2:13], predict the reaction product. The product is: [Br-:14].[CH2:11]([NH+:4]1[C:5]([CH3:9])=[CH:6][CH:7]([CH3:8])[N:2]([CH3:1])[C:3]1=[O:10])[CH:12]=[CH2:13]. (4) Given the reactants [CH2:1]1[CH2:5][O:4][C:3]2[CH:6]=[CH:7][C:8]3[CH2:9][CH2:10][C@@H:11]([CH2:13][C:14]([NH2:16])=O)[C:12]=3[C:2]1=2.O=P(Cl)(Cl)Cl, predict the reaction product. The product is: [CH2:1]1[CH2:5][O:4][C:3]2[CH:6]=[CH:7][C:8]3[CH2:9][CH2:10][C@@H:11]([CH2:13][C:14]#[N:16])[C:12]=3[C:2]1=2. (5) Given the reactants [O:1]=[S:2]1(=[O:30])[C:8]2[CH:9]=[C:10](O)[C:11]([S:13][CH3:14])=[CH:12][C:7]=2[N:6]([C:16]2[CH:21]=[CH:20][CH:19]=[CH:18][CH:17]=2)[CH2:5][C:4]([CH2:26][CH2:27][CH2:28][CH3:29])([CH2:22][CH2:23][CH2:24][CH3:25])[CH2:3]1.BrC[C:33]([O:35][CH2:36][CH3:37])=[O:34].C(=O)([O-])[O-].[Na+].[Na+], predict the reaction product. The product is: [O:1]=[S:2]1(=[O:30])[C:8]2[CH:9]=[C:10]([C:33]([O:35][CH2:36][CH3:37])=[O:34])[C:11]([S:13][CH3:14])=[CH:12][C:7]=2[N:6]([C:16]2[CH:21]=[CH:20][CH:19]=[CH:18][CH:17]=2)[CH2:5][C:4]([CH2:22][CH2:23][CH2:24][CH3:25])([CH2:26][CH2:27][CH2:28][CH3:29])[CH2:3]1. (6) Given the reactants [Cl:1][C:2]1[CH:7]=[CH:6][C:5]([Cl:8])=[CH:4][CH:3]=1.[Cl-].[Al+3].[Cl-].[Cl-].Cl.C(Cl)(=O)[C:15]1[CH:20]=[CH:19][CH:18]=[N:17][CH:16]=1.Cl.C([C:28](C)=[O:29])C(C)C, predict the reaction product. The product is: [Cl:1][C:2]1[CH:7]=[CH:6][C:5]([Cl:8])=[CH:4][C:3]=1[C:28]([C:16]1[CH:15]=[CH:20][CH:19]=[CH:18][N:17]=1)=[O:29].